Dataset: Catalyst prediction with 721,799 reactions and 888 catalyst types from USPTO. Task: Predict which catalyst facilitates the given reaction. (1) Reactant: [Br:1][C:2]1[CH:3]=[C:4]([N+:18]([O-])=O)[C:5]([C:8]2[CH:13]=[CH:12][C:11]([S:14]([CH3:17])(=[O:16])=[O:15])=[CH:10][CH:9]=2)=[N:6][CH:7]=1.C1(P(C2C=CC=CC=2)C2C=CC=CC=2)C=CC=CC=1.ClC1C=CC=CC=1Cl. The catalyst class is: 2. Product: [Br:1][C:2]1[CH:7]=[N:6][C:5]2[C:8]3[CH:13]=[CH:12][C:11]([S:14]([CH3:17])(=[O:16])=[O:15])=[CH:10][C:9]=3[NH:18][C:4]=2[CH:3]=1. (2) Reactant: Cl[C:2]1[C:7]([N:8]([CH3:15])[C:9](=[O:14])[C:10]([CH3:13])([CH3:12])[CH3:11])=[CH:6][CH:5]=[C:4]([C:16]2[S:17][C:18]3[CH:24]=[C:23]([O:25][CH3:26])[CH:22]=[CH:21][C:19]=3[N:20]=2)[N:3]=1.[F-:27].[Cs+]. Product: [F:27][C:2]1[C:7]([N:8]([CH3:15])[C:9](=[O:14])[C:10]([CH3:13])([CH3:12])[CH3:11])=[CH:6][CH:5]=[C:4]([C:16]2[S:17][C:18]3[CH:24]=[C:23]([O:25][CH3:26])[CH:22]=[CH:21][C:19]=3[N:20]=2)[N:3]=1. The catalyst class is: 3.